Dataset: Catalyst prediction with 721,799 reactions and 888 catalyst types from USPTO. Task: Predict which catalyst facilitates the given reaction. (1) Reactant: [OH-].[Na+:2].[CH2:3]([C:7]1[CH:12]=[CH:11][C:10]([CH2:13][CH2:14][CH2:15][N:16]2[C:20]([CH3:21])=[CH:19][CH:18]=[C:17]2[C:22]2[CH:39]=[CH:38][C:25]([O:26][C@H:27]([CH2:31][C:32]3[CH:37]=[CH:36][CH:35]=[CH:34][CH:33]=3)[C:28]([OH:30])=[O:29])=[CH:24][CH:23]=2)=[CH:9][CH:8]=1)[CH2:4][CH2:5][CH3:6]. Product: [CH2:3]([C:7]1[CH:8]=[CH:9][C:10]([CH2:13][CH2:14][CH2:15][N:16]2[C:20]([CH3:21])=[CH:19][CH:18]=[C:17]2[C:22]2[CH:23]=[CH:24][C:25]([O:26][C@H:27]([CH2:31][C:32]3[CH:33]=[CH:34][CH:35]=[CH:36][CH:37]=3)[C:28]([O-:30])=[O:29])=[CH:38][CH:39]=2)=[CH:11][CH:12]=1)[CH2:4][CH2:5][CH3:6].[Na+:2]. The catalyst class is: 8. (2) The catalyst class is: 61. Product: [C:48]([OH:55])(=[O:54])/[CH:49]=[CH:50]/[C:51]([OH:53])=[O:52].[CH3:26][C:24]([CH3:25])([CH3:27])[CH2:23][NH:22][C:21](=[O:28])[C@H:18]([CH2:19][CH3:20])[CH2:17][C@H:16]([OH:29])[C@@H:15]([NH2:14])[CH2:30][N:31]1[CH2:36][C:35](=[O:37])[N:34]([C:38]2[CH:43]=[CH:42][CH:41]=[CH:40][C:39]=2[CH3:44])[CH2:33][C:32]1([CH3:45])[CH3:46].[NH2:14][C@@H:15]([CH2:30][N:31]1[CH2:36][C:35](=[O:37])[N:34]([C:38]2[CH:43]=[CH:42][CH:41]=[CH:40][C:39]=2[CH3:44])[CH2:33][C:32]1([CH3:45])[CH3:46])[C@@H:16]([OH:29])[CH2:17][C@@H:18]([CH2:19][CH3:20])[C:21]([NH:22][CH2:23][C:24]([CH3:27])([CH3:26])[CH3:25])=[O:28]. Reactant: FC(F)(F)C(O)=O.C(OC(=O)[NH:14][C@@H:15]([CH2:30][N:31]1[CH2:36][C:35](=[O:37])[N:34]([C:38]2[CH:43]=[CH:42][CH:41]=[CH:40][C:39]=2[CH3:44])[CH2:33][C:32]1([CH3:46])[CH3:45])[C@@H:16]([OH:29])[CH2:17][C@H:18]([C:21](=[O:28])[NH:22][CH2:23][C:24]([CH3:27])([CH3:26])[CH3:25])[CH2:19][CH3:20])(C)(C)C.[C:48]([OH:55])(=[O:54])/[CH:49]=[CH:50]/[C:51]([OH:53])=[O:52].CC(C)(C)CNC(=O)[C@H](C)C[C@H](O)[C@@H](N)CN1CC(=O)N(C2C=CC=CC=2Cl)CC1(C)C.